From a dataset of Forward reaction prediction with 1.9M reactions from USPTO patents (1976-2016). Predict the product of the given reaction. Given the reactants Cl[C:2]1[N:7]=[C:6]([C:8]2[CH:13]=[CH:12][C:11]([N+:14]([O-:16])=[O:15])=[CH:10][CH:9]=2)[N:5]=[C:4]2[N:17]([CH2:20][C:21]([F:24])([F:23])[F:22])[N:18]=[CH:19][C:3]=12.FC(F)(F)C(O)=O.[C@@H:32]12[CH2:38][C@@H:35]([NH:36][CH2:37]1)[CH2:34][O:33]2.C(N(CC)CC)C, predict the reaction product. The product is: [N+:14]([C:11]1[CH:12]=[CH:13][C:8]([C:6]2[N:5]=[C:4]3[N:17]([CH2:20][C:21]([F:24])([F:23])[F:22])[N:18]=[CH:19][C:3]3=[C:2]([N:36]3[CH2:37][C@H:32]4[CH2:38][C@@H:35]3[CH2:34][O:33]4)[N:7]=2)=[CH:9][CH:10]=1)([O-:16])=[O:15].